This data is from Reaction yield outcomes from USPTO patents with 853,638 reactions. The task is: Predict the reaction yield, written as a fraction of the theoretical maximum amount of product (1.0 means a 100% yield; for example, 0.34 means a 34% yield). (1) The reactants are [N:1]1[CH:6]=[CH:5][CH:4]=[CH:3][C:2]=1[N:7]1[CH2:12][CH2:11][NH:10][CH2:9][CH2:8]1.C=O.[CH3:15][C:16]1[C:24]([CH3:25])=[CH:23][CH:22]=[CH:21][C:17]=1[C:18]([NH2:20])=[O:19].[C:26](=O)([O-])[O-].[K+].[K+]. The catalyst is C(O)C. The product is [CH3:15][C:16]1[C:24]([CH3:25])=[CH:23][CH:22]=[CH:21][C:17]=1[C:18]([NH:20][CH2:26][N:10]1[CH2:9][CH2:8][N:7]([C:2]2[CH:3]=[CH:4][CH:5]=[CH:6][N:1]=2)[CH2:12][CH2:11]1)=[O:19]. The yield is 0.880. (2) The reactants are [F:1][C:2]1[CH:7]=[CH:6][C:5]([CH:8]2[C:17]([CH3:19])([CH3:18])[CH2:16][C:15]3[C:10](=[CH:11][CH:12]=[C:13]([C:20]([O-:22])=[O:21])[CH:14]=3)[NH:9]2)=[CH:4][C:3]=1[N+:23]([O-])=O.[CH:26]1([C:31]([OH:33])=O)[CH2:30][CH2:29][CH2:28][CH2:27]1.[CH:34](N(CC)C(C)C)(C)C.P(Cl)(Cl)(Cl)=O. The catalyst is ClCCl. The product is [CH:26]1([C:31]([NH:23][C:3]2[CH:4]=[C:5]([CH:8]3[C:17]([CH3:19])([CH3:18])[CH2:16][C:15]4[C:10](=[CH:11][CH:12]=[C:13]([C:20]([O:22][CH3:34])=[O:21])[CH:14]=4)[NH:9]3)[CH:6]=[CH:7][C:2]=2[F:1])=[O:33])[CH2:30][CH2:29][CH2:28][CH2:27]1. The yield is 0.900. (3) The reactants are C[O-].[Na+].C(O[C:7](=[O:19])[CH:8]([O:16][CH2:17][CH3:18])[C:9](=O)[C:10]([O:12][CH2:13]C)=[O:11])C.Cl.[Cl:21][C:22]1[CH:30]=[CH:29][C:25]([C:26]([NH2:28])=[NH:27])=[C:24]([F:31])[C:23]=1[O:32][CH3:33].Cl. The catalyst is CO. The product is [CH3:13][O:12][C:10]([C:9]1[C:8]([O:16][CH2:17][CH3:18])=[C:7]([OH:19])[N:27]=[C:26]([C:25]2[CH:29]=[CH:30][C:22]([Cl:21])=[C:23]([O:32][CH3:33])[C:24]=2[F:31])[N:28]=1)=[O:11]. The yield is 0.0800. (4) The reactants are [NH2:1][C:2]1[C:11]2[C:6](=[C:7](Br)[CH:8]=[CH:9][CH:10]=2)[N:5]=[N:4][C:3]=1[C:13]([NH:15][CH2:16][CH2:17][CH3:18])=[O:14].[CH3:19][O:20][C:21]1[CH:22]=[C:23](B(O)O)[CH:24]=[CH:25][C:26]=1[O:27][CH3:28]. No catalyst specified. The product is [NH2:1][C:2]1[C:11]2[C:6](=[C:7]([C:24]3[CH:23]=[CH:22][C:21]([O:20][CH3:19])=[C:26]([O:27][CH3:28])[CH:25]=3)[CH:8]=[CH:9][CH:10]=2)[N:5]=[N:4][C:3]=1[C:13]([NH:15][CH2:16][CH2:17][CH3:18])=[O:14]. The yield is 0.777. (5) The reactants are [CH3:1][C:2]1[CH:3]=[CH:4][C:5]([N+:17]([O-:19])=[O:18])=[C:6]([CH2:8][C:9]([N:11]2[CH2:16][CH2:15][O:14][CH2:13][CH2:12]2)=O)[CH:7]=1.CSC.B. The catalyst is C1(C)C=CC=CC=1. The product is [CH3:1][C:2]1[CH:3]=[CH:4][C:5]([N+:17]([O-:19])=[O:18])=[C:6]([CH2:8][CH2:9][N:11]2[CH2:12][CH2:13][O:14][CH2:15][CH2:16]2)[CH:7]=1. The yield is 0.790. (6) The reactants are [C:1]([O:4][CH2:5]/[CH:6]=[CH:7]/[C:8]1[C:9]([NH:20][C:21]2[CH:25]=[C:24]([CH:26]3[CH2:28][CH2:27]3)[N:23](C(=O)C)[N:22]=2)=[N:10][C:11]([C:14]2[CH:19]=[CH:18][CH:17]=[CH:16][CH:15]=2)=[N:12][CH:13]=1)(=[O:3])[CH3:2].C([O-])(O)=O.[Na+]. The catalyst is CCO. The product is [C:1]([O:4][CH2:5]/[CH:6]=[CH:7]/[C:8]1[C:9]([NH:20][C:21]2[CH:25]=[C:24]([CH:26]3[CH2:28][CH2:27]3)[NH:23][N:22]=2)=[N:10][C:11]([C:14]2[CH:19]=[CH:18][CH:17]=[CH:16][CH:15]=2)=[N:12][CH:13]=1)(=[O:3])[CH3:2]. The yield is 0.111. (7) The yield is 0.730. The reactants are [CH3:1][C:2]1[O:3][C:4]2[CH:10]=[C:9]([C:11]([O:13][CH2:14][CH3:15])=[O:12])[CH:8]=[C:7]([O:16][C:17]3[CH:22]=[CH:21][C:20]([S:23]([CH3:26])(=[O:25])=[O:24])=[CH:19][CH:18]=3)[C:5]=2[CH:6]=1.C1C(=O)N([Br:34])C(=O)C1.C(OOC(=O)C1C=CC=CC=1)(=O)C1C=CC=CC=1. The catalyst is C(Cl)(Cl)Cl. The product is [Br:34][CH2:1][C:2]1[O:3][C:4]2[CH:10]=[C:9]([C:11]([O:13][CH2:14][CH3:15])=[O:12])[CH:8]=[C:7]([O:16][C:17]3[CH:22]=[CH:21][C:20]([S:23]([CH3:26])(=[O:24])=[O:25])=[CH:19][CH:18]=3)[C:5]=2[CH:6]=1.